This data is from Forward reaction prediction with 1.9M reactions from USPTO patents (1976-2016). The task is: Predict the product of the given reaction. Given the reactants Br[CH2:2][C:3]1[CH:4]=[CH:5][C:6]([C:9]2[CH:16]=[CH:15][CH:14]=[CH:13][C:10]=2[C:11]#[N:12])=[N:7][CH:8]=1.[O:17]=[C:18]([CH2:24][CH2:25][CH3:26])[CH2:19][C:20]([O:22][CH3:23])=[O:21].C(N(C(C)C)CC)(C)C.O.[Br-].[Li+], predict the reaction product. The product is: [C:11]([C:10]1[CH:13]=[CH:14][CH:15]=[CH:16][C:9]=1[C:6]1[N:7]=[CH:8][C:3]([CH2:2][CH:19]([C:18](=[O:17])[CH2:24][CH2:25][CH3:26])[C:20]([O:22][CH3:23])=[O:21])=[CH:4][CH:5]=1)#[N:12].